This data is from Full USPTO retrosynthesis dataset with 1.9M reactions from patents (1976-2016). The task is: Predict the reactants needed to synthesize the given product. (1) Given the product [Cl:1][C:2]1[CH:7]=[CH:6][CH:5]=[CH:4][C:3]=1[O:8][CH2:16][C:17]1[S:21][C:20]([C:22]([NH:24][C:25]2[CH:26]=[C:27]3[C:32](=[CH:33][CH:34]=2)[CH2:31][N:30]([C:35]([O:37][C:38]([CH3:41])([CH3:40])[CH3:39])=[O:36])[CH2:29][CH2:28]3)=[O:23])=[N:19][N:18]=1, predict the reactants needed to synthesize it. The reactants are: [Cl:1][C:2]1[CH:7]=[CH:6][CH:5]=[CH:4][C:3]=1[OH:8].C(=O)([O-])[O-].[K+].[K+].Cl[CH2:16][C:17]1[S:21][C:20]([C:22]([NH:24][C:25]2[CH:26]=[C:27]3[C:32](=[CH:33][CH:34]=2)[CH2:31][N:30]([C:35]([O:37][C:38]([CH3:41])([CH3:40])[CH3:39])=[O:36])[CH2:29][CH2:28]3)=[O:23])=[N:19][N:18]=1. (2) Given the product [O:12]=[C:10]1[CH2:9][O:8][C:7]2[CH:13]=[C:3]([S:18]([Cl:1])(=[O:20])=[O:19])[CH:4]=[CH:5][C:6]=2[NH:11]1, predict the reactants needed to synthesize it. The reactants are: [ClH:1].N[C:3]1[CH:4]=[CH:5][C:6]2[NH:11][C:10](=[O:12])[CH2:9][O:8][C:7]=2[CH:13]=1.N([O-])=O.[Na+].[S:18](=[O:20])=[O:19]. (3) The reactants are: [C:1]([NH:5][C:6]([C:8]1[C:16]2[C:11](=[N:12][CH:13]=[C:14]([C:17]3[C:25]4[C:20](=[CH:21][CH:22]=[C:23]([O:26][CH:27]([F:29])[F:28])[CH:24]=4)[N:19]([CH2:30][C:31](=[O:43])[N:32]4[CH2:37][CH2:36][N:35]([CH2:38][C:39]([F:42])([F:41])[F:40])[CH2:34][CH2:33]4)[N:18]=3)[N:15]=2)[N:10](COCC[Si](C)(C)C)[CH:9]=1)=[O:7])([CH3:4])([CH3:3])[CH3:2].FC(F)(F)C(O)=O. Given the product [C:1]([NH:5][C:6]([C:8]1[C:16]2[C:11](=[N:12][CH:13]=[C:14]([C:17]3[C:25]4[C:20](=[CH:21][CH:22]=[C:23]([O:26][CH:27]([F:28])[F:29])[CH:24]=4)[N:19]([CH2:30][C:31](=[O:43])[N:32]4[CH2:37][CH2:36][N:35]([CH2:38][C:39]([F:40])([F:41])[F:42])[CH2:34][CH2:33]4)[N:18]=3)[N:15]=2)[NH:10][CH:9]=1)=[O:7])([CH3:4])([CH3:2])[CH3:3], predict the reactants needed to synthesize it. (4) Given the product [C:1]([O:5][C:6]([N:8]1[CH2:17][CH2:16][C:15]2[C:10](=[CH:11][CH:12]=[CH:13][CH:14]=2)[C@H:9]1[C:18](=[O:20])[NH:24][C:23]1[C:22]([F:21])=[CH:28][CH:27]=[CH:26][C:25]=1[F:29])=[O:7])([CH3:3])([CH3:2])[CH3:4], predict the reactants needed to synthesize it. The reactants are: [C:1]([O:5][C:6]([N:8]1[CH2:17][CH2:16][C:15]2[C:10](=[CH:11][CH:12]=[CH:13][CH:14]=2)[C@H:9]1[C:18]([OH:20])=O)=[O:7])([CH3:4])([CH3:3])[CH3:2].[F:21][C:22]1[CH:28]=[CH:27][CH:26]=[C:25]([F:29])[C:23]=1[NH2:24].O=P(Cl)(Cl)Cl.